This data is from Reaction yield outcomes from USPTO patents with 853,638 reactions. The task is: Predict the reaction yield, written as a fraction of the theoretical maximum amount of product (1.0 means a 100% yield; for example, 0.34 means a 34% yield). (1) The reactants are N1C=CC=CC=1.[CH3:7][O:8][C:9]1[CH:14]=[CH:13][C:12]([CH2:15][CH2:16][CH2:17][CH2:18][OH:19])=[CH:11][CH:10]=1.[C:20]1([CH3:30])[CH:25]=[CH:24][C:23]([S:26](Cl)(=[O:28])=[O:27])=[CH:22][CH:21]=1. The catalyst is C(Cl)(Cl)Cl. The product is [CH3:7][O:8][C:9]1[CH:14]=[CH:13][C:12]([CH2:15][CH2:16][CH2:17][CH2:18][O:19][S:26]([C:23]2[CH:24]=[CH:25][C:20]([CH3:30])=[CH:21][CH:22]=2)(=[O:28])=[O:27])=[CH:11][CH:10]=1. The yield is 0.660. (2) The reactants are [Cl:1][C:2]1[CH:3]=[C:4]2[C:10](I)=[CH:9][N:8]([Si:12]([CH:19]([CH3:21])[CH3:20])([CH:16]([CH3:18])[CH3:17])[CH:13]([CH3:15])[CH3:14])[C:5]2=[N:6][CH:7]=1.C([Mg]Cl)(C)C.[Cl:27][C:28]1[CH:29]=[C:30]([CH:41]=[CH:42][CH:43]=1)[CH2:31][NH:32][C:33]1[CH:34]=[C:35]([CH:39]=[O:40])[N:36]([CH3:38])[N:37]=1. The catalyst is O1CCCC1. The product is [Cl:27][C:28]1[CH:29]=[C:30]([CH:41]=[CH:42][CH:43]=1)[CH2:31][NH:32][C:33]1[CH:34]=[C:35]([CH:39]([C:10]2[C:4]3[C:5](=[N:6][CH:7]=[C:2]([Cl:1])[CH:3]=3)[N:8]([Si:12]([CH:19]([CH3:21])[CH3:20])([CH:16]([CH3:18])[CH3:17])[CH:13]([CH3:15])[CH3:14])[CH:9]=2)[OH:40])[N:36]([CH3:38])[N:37]=1. The yield is 0.300. (3) The reactants are C(=O)([O-])[O-].[Cs+].[Cs+].C1(C)C=CC=CC=1.Br[C:15]1[CH:16]=[C:17]2[C:21](=[C:22]([Cl:24])[CH:23]=1)[C:20](=[O:25])[N:19]([CH2:26][C:27]1[CH:32]=[CH:31][C:30]([O:33][C:34]([F:37])([F:36])[F:35])=[CH:29][CH:28]=1)[CH2:18]2.[CH3:38][O:39][C:40]1[CH:47]=[CH:46][C:43]([CH2:44][OH:45])=[CH:42][CH:41]=1. The catalyst is C(OCC)C.C([O-])(=O)C.[Pd+2].C([O-])(=O)C.C(P(C(C)(C)C)C1C=CC2C(=CC=CC=2)C=1C1C2C(=CC=CC=2)C=CC=1)(C)(C)C. The product is [Cl:24][C:22]1[CH:23]=[C:15]([O:45][CH2:44][C:43]2[CH:46]=[CH:47][C:40]([O:39][CH3:38])=[CH:41][CH:42]=2)[CH:16]=[C:17]2[C:21]=1[C:20](=[O:25])[N:19]([CH2:26][C:27]1[CH:32]=[CH:31][C:30]([O:33][C:34]([F:37])([F:36])[F:35])=[CH:29][CH:28]=1)[CH2:18]2. The yield is 0.370.